From a dataset of M1 muscarinic receptor agonist screen with 61,833 compounds. Binary Classification. Given a drug SMILES string, predict its activity (active/inactive) in a high-throughput screening assay against a specified biological target. (1) The compound is S(=O)(=O)(N(CC(=O)Nc1ccc(OC)cc1)C)c1c2ncccc2ccc1. The result is 0 (inactive). (2) The molecule is S(CC(=O)N1CCN(CC1)c1ccccc1)c1n(c(nn1)CNC(=O)c1cc(ccc1)C)C. The result is 0 (inactive). (3) The drug is S1CCn2c1ncc(c2=O)C(=O)Nc1c(OC)ccc(OC)c1. The result is 0 (inactive). (4) The drug is O=c1n(cnc2n(\N=C\c3cc(OC)c(OC)c(OC)c3)c3nc4c(nc3c12)cccc4)CC=C. The result is 1 (active). (5) The compound is Clc1ccc(n2ncc3c(N(CCOC)CCOC)ncnc23)cc1. The result is 0 (inactive). (6) The result is 0 (inactive). The compound is O(C1C(C(O)C(C(O)C(C)C=CC=C(C(=O)NC=2C(/C(=O)c3c4C(=O)C(OC=CC(OC)C1C)(Oc4c(c(O)c3C2O)C)C)=C\NN1CCN(CC1)C)C)C)C)C(=O)C. (7) The drug is o1c(nc2c1cccc2)c1cc(NC(=O)C(C)C)ccc1. The result is 0 (inactive).